This data is from Full USPTO retrosynthesis dataset with 1.9M reactions from patents (1976-2016). The task is: Predict the reactants needed to synthesize the given product. (1) Given the product [CH:1]1([C:4]2[C:13]3[C:8](=[CH:9][CH:10]=[CH:11][CH:12]=3)[CH:7]=[N:6][C:5]=2[NH:14][S:25]([C:22]2[CH:21]=[CH:20][C:19]([C:18]([O:17][CH2:15][CH3:16])=[O:29])=[CH:24][CH:23]=2)(=[O:27])=[O:26])[CH2:3][CH2:2]1, predict the reactants needed to synthesize it. The reactants are: [CH:1]1([C:4]2[C:13]3[C:8](=[CH:9][CH:10]=[CH:11][CH:12]=3)[CH:7]=[N:6][C:5]=2[NH2:14])[CH2:3][CH2:2]1.[CH2:15]([O:17][C:18](=[O:29])[C:19]1[CH:24]=[CH:23][C:22]([S:25](Cl)(=[O:27])=[O:26])=[CH:21][CH:20]=1)[CH3:16]. (2) The reactants are: [Cl:1][C:2]1[CH:3]=[C:4]([CH:14]=[CH:15][C:16]=1[F:17])[C:5]([N:7]1[CH2:12][CH2:11][C:10](=[O:13])[CH2:9][CH2:8]1)=[O:6].Cl[CH2:19][C:20]#[N:21].C. Given the product [Cl:1][C:2]1[CH:3]=[C:4]([CH:14]=[CH:15][C:16]=1[F:17])[C:5]([N:7]1[CH2:8][CH2:9][C:10]2([O:13][CH:19]2[C:20]#[N:21])[CH2:11][CH2:12]1)=[O:6], predict the reactants needed to synthesize it. (3) The reactants are: [Br:1][C:2]1[CH:3]=[N:4][N:5]([CH3:16])[C:6]=1[C:7]1[CH:8]=[C:9]([C:13]([OH:15])=O)[S:10][C:11]=1[Cl:12].CCN(C(C)C)C(C)C.[NH2:26][C@@H:27]([CH2:40][CH:41]1[CH2:46][CH2:45][CH2:44][CH2:43][CH2:42]1)[CH2:28][N:29]1[C:37](=[O:38])[C:36]2[C:31](=[CH:32][CH:33]=[CH:34][CH:35]=2)[C:30]1=[O:39].F[P-](F)(F)(F)(F)F.Br[P+](N1CCCC1)(N1CCCC1)N1CCCC1. Given the product [Br:1][C:2]1[CH:3]=[N:4][N:5]([CH3:16])[C:6]=1[C:7]1[CH:8]=[C:9]([C:13]([NH:26][C@H:27]([CH2:28][N:29]2[C:37](=[O:38])[C:36]3[C:31](=[CH:32][CH:33]=[CH:34][CH:35]=3)[C:30]2=[O:39])[CH2:40][CH:41]2[CH2:46][CH2:45][CH2:44][CH2:43][CH2:42]2)=[O:15])[S:10][C:11]=1[Cl:12], predict the reactants needed to synthesize it. (4) Given the product [F:17][C:18]1[CH:19]=[C:20]([N:33]2[CH2:37][C@H:36]([CH2:38][OH:39])[O:35][C:34]2=[O:40])[CH:21]=[CH:22][C:23]=1[C:2]1[CH:3]=[C:4]2[C:8](=[CH:9][CH:10]=1)[CH2:7][N:6]([C:11]1[N:12]=[N:13][N:14]([CH3:16])[N:15]=1)[CH2:5]2, predict the reactants needed to synthesize it. The reactants are: Br[C:2]1[CH:3]=[C:4]2[C:8](=[CH:9][CH:10]=1)[CH2:7][N:6]([C:11]1[N:12]=[N:13][N:14]([CH3:16])[N:15]=1)[CH2:5]2.[F:17][C:18]1[CH:19]=[C:20]([N:33]2[CH2:37][C@H:36]([CH2:38][OH:39])[O:35][C:34]2=[O:40])[CH:21]=[CH:22][C:23]=1B1OC(C)(C)C(C)(C)O1.C(=O)([O-])[O-].[Cs+].[Cs+]. (5) Given the product [ClH:35].[ClH:35].[NH:27]1[CH2:32][CH2:31][CH2:30][C@@H:29]([NH2:33])[CH2:28]1, predict the reactants needed to synthesize it. The reactants are: C([C@](C(O)=O)(O)[C@](C(=O)C1C=CC=CC=1)(O)C(O)=O)(=O)C1C=CC=CC=1.[NH:27]1[CH2:32][CH2:31][CH2:30][C@@H:29]([NH2:33])[CH2:28]1.O.[ClH:35].